Dataset: TCR-epitope binding with 47,182 pairs between 192 epitopes and 23,139 TCRs. Task: Binary Classification. Given a T-cell receptor sequence (or CDR3 region) and an epitope sequence, predict whether binding occurs between them. (1) The epitope is SEPVLKGVKL. The TCR CDR3 sequence is CASSPQGTLSYEQYF. Result: 0 (the TCR does not bind to the epitope). (2) The epitope is YLNTLTLAV. The TCR CDR3 sequence is CASLGLPIYNEQFF. Result: 1 (the TCR binds to the epitope). (3) The epitope is CLGGLLTMV. The TCR CDR3 sequence is CASSERVGETQYF. Result: 1 (the TCR binds to the epitope).